From a dataset of Full USPTO retrosynthesis dataset with 1.9M reactions from patents (1976-2016). Predict the reactants needed to synthesize the given product. (1) Given the product [Br:1][C:2]1[C:3]([F:11])=[C:4]2[C:8](=[CH:9][CH:10]=1)[N:7]([CH:13]1[CH2:14][CH2:15][CH2:16][CH2:17][O:12]1)[N:6]=[CH:5]2, predict the reactants needed to synthesize it. The reactants are: [Br:1][C:2]1[C:3]([F:11])=[C:4]2[C:8](=[CH:9][CH:10]=1)[NH:7][N:6]=[CH:5]2.[O:12]1[CH:17]=[CH:16][CH2:15][CH2:14][CH2:13]1.C([O-])(O)=O.[Na+]. (2) Given the product [Cl:31][C:25]1[CH:26]=[CH:27][CH:28]=[C:29]([Cl:30])[C:24]=1[O:23][C:21]1[CH:22]=[CH:17][N:18]=[C:19]([NH:15][C:5]2[CH:6]=[CH:7][C:8]([N:9]3[CH:13]=[C:12]([CH3:14])[N:11]=[CH:10]3)=[C:3]([O:2][CH3:1])[CH:4]=2)[N:20]=1, predict the reactants needed to synthesize it. The reactants are: [CH3:1][O:2][C:3]1[CH:4]=[C:5]([NH2:15])[CH:6]=[CH:7][C:8]=1[N:9]1[CH:13]=[C:12]([CH3:14])[N:11]=[CH:10]1.Cl[C:17]1[CH:22]=[C:21]([O:23][C:24]2[C:29]([Cl:30])=[CH:28][CH:27]=[CH:26][C:25]=2[Cl:31])[N:20]=[CH:19][N:18]=1. (3) Given the product [F:1][C:2]1[C:7]([F:8])=[CH:6][CH:5]=[CH:4][C:3]=1[C@@H:9]([NH2:11])[CH3:10], predict the reactants needed to synthesize it. The reactants are: [F:1][C:2]1[C:7]([F:8])=[CH:6][CH:5]=[CH:4][C:3]=1[C@@H:9]([NH:11][S@@](C(C)(C)C)=O)[CH3:10].Cl. (4) The reactants are: [C:1]([O:5][C:6](=[O:23])[CH2:7][C@@H:8]([NH:12][S:13]([C:16]1[CH:21]=[CH:20][C:19]([CH3:22])=[CH:18][CH:17]=1)(=[O:15])=[O:14])[C:9](O)=[O:10])([CH3:4])([CH3:3])[CH3:2].[NH2:24][CH:25]([CH3:28])[CH2:26][OH:27]. Given the product [OH:27][CH2:26][CH:25]([NH:24][C:9](=[O:10])[C@H:8]([NH:12][S:13]([C:16]1[CH:21]=[CH:20][C:19]([CH3:22])=[CH:18][CH:17]=1)(=[O:15])=[O:14])[CH2:7][C:6]([O:5][C:1]([CH3:4])([CH3:2])[CH3:3])=[O:23])[CH3:28], predict the reactants needed to synthesize it. (5) Given the product [F:21][C:18]([F:19])([F:20])[CH2:17][O:16][C:5]1[CH:6]=[CH:7][C:8]([O:10][CH2:11][C:12]([F:13])([F:14])[F:15])=[CH:9][C:4]=1[C:2](=[O:3])[CH:1]=[CH:28][C:23]1[CH:24]=[CH:25][CH:26]=[CH:27][N:22]=1, predict the reactants needed to synthesize it. The reactants are: [CH3:1][C:2]([C:4]1[CH:9]=[C:8]([O:10][CH2:11][C:12]([F:15])([F:14])[F:13])[CH:7]=[CH:6][C:5]=1[O:16][CH2:17][C:18]([F:21])([F:20])[F:19])=[O:3].[N:22]1[CH:27]=[CH:26][CH:25]=[CH:24][C:23]=1[CH:28]=O. (6) Given the product [CH3:1][N:2]([CH3:6])[CH2:3][CH2:4][NH:5][C:8]1[N:9]=[N+:10]([O-:22])[C:11]2[C:21]3[CH2:20][CH2:19][CH2:18][O:17][C:16]=3[CH:15]=[CH:14][C:12]=2[N:13]=1, predict the reactants needed to synthesize it. The reactants are: [CH3:1][N:2]([CH3:6])[CH2:3][CH2:4][NH2:5].Cl[C:8]1[N:9]=[N+:10]([O-:22])[C:11]2[C:21]3[CH2:20][CH2:19][CH2:18][O:17][C:16]=3[CH:15]=[CH:14][C:12]=2[N:13]=1.